Dataset: Forward reaction prediction with 1.9M reactions from USPTO patents (1976-2016). Task: Predict the product of the given reaction. Given the reactants [Br:1][C:2]1[CH:3]=[C:4]([CH:10]=O)[S:5][C:6]=1[N+:7]([O-:9])=[O:8].C(O)C.N1C=CC=CC=1.Cl.[NH2:22][OH:23], predict the reaction product. The product is: [Br:1][C:2]1[CH:3]=[C:4]([CH:10]=[N:22][OH:23])[S:5][C:6]=1[N+:7]([O-:9])=[O:8].